Dataset: NCI-60 drug combinations with 297,098 pairs across 59 cell lines. Task: Regression. Given two drug SMILES strings and cell line genomic features, predict the synergy score measuring deviation from expected non-interaction effect. (1) Drug 1: CC(CN1CC(=O)NC(=O)C1)N2CC(=O)NC(=O)C2. Drug 2: CC1C(C(CC(O1)OC2CC(OC(C2O)C)OC3=CC4=CC5=C(C(=O)C(C(C5)C(C(=O)C(C(C)O)O)OC)OC6CC(C(C(O6)C)O)OC7CC(C(C(O7)C)O)OC8CC(C(C(O8)C)O)(C)O)C(=C4C(=C3C)O)O)O)O. Cell line: HOP-92. Synergy scores: CSS=15.9, Synergy_ZIP=-5.33, Synergy_Bliss=-2.30, Synergy_Loewe=-0.859, Synergy_HSA=-0.837. (2) Drug 1: C1C(C(OC1N2C=NC3=C(N=C(N=C32)Cl)N)CO)O. Drug 2: COCCOC1=C(C=C2C(=C1)C(=NC=N2)NC3=CC=CC(=C3)C#C)OCCOC.Cl. Cell line: HCT-15. Synergy scores: CSS=46.3, Synergy_ZIP=1.32, Synergy_Bliss=-11.8, Synergy_Loewe=-33.0, Synergy_HSA=-12.0. (3) Drug 1: C1C(C(OC1N2C=NC3=C(N=C(N=C32)Cl)N)CO)O. Drug 2: CN(C(=O)NC(C=O)C(C(C(CO)O)O)O)N=O. Cell line: HT29. Synergy scores: CSS=23.8, Synergy_ZIP=-5.18, Synergy_Bliss=-3.04, Synergy_Loewe=-73.4, Synergy_HSA=-3.51. (4) Drug 1: COC1=CC(=CC(=C1O)OC)C2C3C(COC3=O)C(C4=CC5=C(C=C24)OCO5)OC6C(C(C7C(O6)COC(O7)C8=CC=CS8)O)O. Drug 2: CC1=C(C(CCC1)(C)C)C=CC(=CC=CC(=CC(=O)O)C)C. Cell line: UACC-257. Synergy scores: CSS=4.51, Synergy_ZIP=-3.04, Synergy_Bliss=-4.17, Synergy_Loewe=-17.2, Synergy_HSA=-5.36. (5) Drug 1: CC1CCC2CC(C(=CC=CC=CC(CC(C(=O)C(C(C(=CC(C(=O)CC(OC(=O)C3CCCCN3C(=O)C(=O)C1(O2)O)C(C)CC4CCC(C(C4)OC)OCCO)C)C)O)OC)C)C)C)OC. Drug 2: C1C(C(OC1N2C=NC3=C2NC=NCC3O)CO)O. Cell line: UO-31. Synergy scores: CSS=-1.71, Synergy_ZIP=0.752, Synergy_Bliss=0.335, Synergy_Loewe=-0.693, Synergy_HSA=-0.881. (6) Drug 1: C1=CC(=CC=C1CCCC(=O)O)N(CCCl)CCCl. Drug 2: C1=NC(=NC(=O)N1C2C(C(C(O2)CO)O)O)N. Cell line: M14. Synergy scores: CSS=4.91, Synergy_ZIP=-7.52, Synergy_Bliss=-3.33, Synergy_Loewe=-5.23, Synergy_HSA=-4.10. (7) Drug 1: C1CC(=O)NC(=O)C1N2CC3=C(C2=O)C=CC=C3N. Drug 2: B(C(CC(C)C)NC(=O)C(CC1=CC=CC=C1)NC(=O)C2=NC=CN=C2)(O)O. Cell line: HOP-92. Synergy scores: CSS=-0.0790, Synergy_ZIP=-3.31, Synergy_Bliss=-9.77, Synergy_Loewe=-6.46, Synergy_HSA=-7.66. (8) Drug 1: CC(C1=C(C=CC(=C1Cl)F)Cl)OC2=C(N=CC(=C2)C3=CN(N=C3)C4CCNCC4)N. Drug 2: CC1CCC2CC(C(=CC=CC=CC(CC(C(=O)C(C(C(=CC(C(=O)CC(OC(=O)C3CCCCN3C(=O)C(=O)C1(O2)O)C(C)CC4CCC(C(C4)OC)O)C)C)O)OC)C)C)C)OC. Cell line: U251. Synergy scores: CSS=25.6, Synergy_ZIP=0.955, Synergy_Bliss=1.06, Synergy_Loewe=-16.8, Synergy_HSA=1.51. (9) Drug 1: C1=CC(=CC=C1CCCC(=O)O)N(CCCl)CCCl. Drug 2: CN1C2=C(C=C(C=C2)N(CCCl)CCCl)N=C1CCCC(=O)O.Cl. Cell line: SW-620. Synergy scores: CSS=12.6, Synergy_ZIP=-8.36, Synergy_Bliss=-7.62, Synergy_Loewe=-15.8, Synergy_HSA=-8.67.